From a dataset of Forward reaction prediction with 1.9M reactions from USPTO patents (1976-2016). Predict the product of the given reaction. Given the reactants Cl[C:2]1[C:3]2[N:10]=[C:9]([CH2:11][CH2:12][C:13]3[CH:18]=[CH:17][CH:16]=[CH:15][CH:14]=3)[S:8][C:4]=2[N:5]=[CH:6][N:7]=1.[NH2:19][C:20]1[CH:29]=[CH:28][C:23]2[NH:24][C:25](=[O:27])[S:26][C:22]=2[CH:21]=1, predict the reaction product. The product is: [C:13]1([CH2:12][CH2:11][C:9]2[S:8][C:4]3[N:5]=[CH:6][N:7]=[C:2]([NH:19][C:20]4[CH:29]=[CH:28][C:23]5[NH:24][C:25](=[O:27])[S:26][C:22]=5[CH:21]=4)[C:3]=3[N:10]=2)[CH:18]=[CH:17][CH:16]=[CH:15][CH:14]=1.